This data is from Reaction yield outcomes from USPTO patents with 853,638 reactions. The task is: Predict the reaction yield, written as a fraction of the theoretical maximum amount of product (1.0 means a 100% yield; for example, 0.34 means a 34% yield). (1) The reactants are [CH3:1][O:2][C:3]1[CH:39]=[CH:38][C:6]([C:7]([NH:20][C:21]2[N:29]=[CH:28][N:27]=[C:26]3[C:22]=2[N:23]=[CH:24][N:25]3[C@H:30]2[O:35][C@@H:34]([CH2:36][OH:37])[C@@H:32]([OH:33])[CH2:31]2)([C:14]2[CH:19]=[CH:18][CH:17]=[CH:16][CH:15]=2)[C:8]2[CH:13]=[CH:12][CH:11]=[CH:10][CH:9]=2)=[CH:5][CH:4]=1.[CH3:40][O:41][C:42]1[CH:61]=[CH:60][C:45]([C:46](Cl)([C:53]2[CH:58]=[CH:57][CH:56]=[CH:55][CH:54]=2)[C:47]2[CH:52]=[CH:51][CH:50]=[CH:49][CH:48]=2)=[CH:44][CH:43]=1.CO. The catalyst is N1C=CC=CC=1. The product is [CH3:1][O:2][C:3]1[CH:4]=[CH:5][C:6]([C:7]([NH:20][C:21]2[N:29]=[CH:28][N:27]=[C:26]3[C:22]=2[N:23]=[CH:24][N:25]3[C@H:30]2[O:35][C@@H:34]([CH2:36][O:37][C:46]([C:53]3[CH:58]=[CH:57][CH:56]=[CH:55][CH:54]=3)([C:47]3[CH:52]=[CH:51][CH:50]=[CH:49][CH:48]=3)[C:45]3[CH:44]=[CH:43][C:42]([O:41][CH3:40])=[CH:61][CH:60]=3)[C@@H:32]([OH:33])[CH2:31]2)([C:14]2[CH:15]=[CH:16][CH:17]=[CH:18][CH:19]=2)[C:8]2[CH:9]=[CH:10][CH:11]=[CH:12][CH:13]=2)=[CH:38][CH:39]=1. The yield is 0.720. (2) The reactants are [Cl:1][C:2]1[C:16]([F:17])=[CH:15][CH:14]=[C:13]([Cl:18])[C:3]=1[CH2:4][O:5][C:6]1[C:7]([NH2:12])=[N:8][CH:9]=[CH:10][CH:11]=1.[Br:19]N1C(=O)CCC1=O. The catalyst is C(#N)C. The product is [Br:19][C:10]1[CH:11]=[C:6]([O:5][CH2:4][C:3]2[C:13]([Cl:18])=[CH:14][CH:15]=[C:16]([F:17])[C:2]=2[Cl:1])[C:7]([NH2:12])=[N:8][CH:9]=1. The yield is 0.510. (3) The yield is 0.500. The product is [Cl:1][C:2]1[CH:3]=[CH:4][C:5]([CH:8]2[C:16]3[C:11](=[C:12]([N+:20]([O-:22])=[O:21])[CH:13]=[CH:14][C:15]=3[O:17][CH3:18])[C:10](=[O:19])[O:9]2)=[CH:6][CH:7]=1. The reactants are [Cl:1][C:2]1[CH:7]=[CH:6][C:5]([CH:8]2[C:16]3[C:11](=[CH:12][CH:13]=[CH:14][C:15]=3[O:17][CH3:18])[C:10](=[O:19])[O:9]2)=[CH:4][CH:3]=1.[N+:20]([O-])([OH:22])=[O:21].S(=O)(=O)(O)O. The catalyst is C(OC(=O)C)(=O)C.O.CC(=O)OCC. (4) The reactants are C[O:2][C:3](=[O:24])[CH:4]([C:11]1[CH:16]=[CH:15][C:14]([S:17]([CH3:20])(=[O:19])=[O:18])=[C:13]([N+:21]([O-:23])=[O:22])[CH:12]=1)[CH2:5][CH:6]1[CH2:10][CH2:9][CH2:8][CH2:7]1.[OH-].[Li+].Cl.C(OCC)(=O)C. The catalyst is O1CCCC1.O. The product is [CH:6]1([CH2:5][CH:4]([C:11]2[CH:16]=[CH:15][C:14]([S:17]([CH3:20])(=[O:19])=[O:18])=[C:13]([N+:21]([O-:23])=[O:22])[CH:12]=2)[C:3]([OH:24])=[O:2])[CH2:10][CH2:9][CH2:8][CH2:7]1. The yield is 0.880. (5) The reactants are COC1C=C(C(C2C=CC=C(OC)C=2)=O)C=CC=1.C(OP(CC#N)(=O)OCC)C.C[Si]([N-][Si](C)(C)C)(C)C.[Li+].[CH3:40][O:41][C:42]1[CH:43]=[C:44]([C:50]([C:54]2[CH:59]=[CH:58][CH:57]=[C:56]([O:60][CH3:61])[CH:55]=2)=[CH:51][C:52]#[N:53])[CH:45]=[C:46](OC)[CH:47]=1. The product is [CH3:61][O:60][C:56]1[CH:55]=[C:54]([C:50]([C:44]2[CH:45]=[CH:46][CH:47]=[C:42]([O:41][CH3:40])[CH:43]=2)=[CH:51][C:52]#[N:53])[CH:59]=[CH:58][CH:57]=1. The catalyst is C1COCC1. The yield is 0.560. (6) The reactants are [CH3:1][O:2][C:3]1[CH:11]=[C:10]2[C:6]([CH:7]=[C:8]([CH3:12])[NH:9]2)=[CH:5][CH:4]=1.ClS([N:17]=[C:18]=O)(=O)=O.C([O-])(O)=O.[Na+]. The catalyst is C(#N)C.CN(C=O)C. The product is [CH3:1][O:2][C:3]1[CH:11]=[C:10]2[C:6]([C:7]([C:18]#[N:17])=[C:8]([CH3:12])[NH:9]2)=[CH:5][CH:4]=1. The yield is 0.810. (7) The product is [CH3:22][N:18]1[C:19]2[C:15](=[CH:14][C:13]([C:7]3[CH:8]=[CH:9][CH:10]=[CH:11][CH:12]=3)=[CH:21][CH:20]=2)[CH:16]=[C:17]1[Si:23]([CH2:28][CH3:29])([CH2:26][CH3:27])[CH2:24][CH3:25]. The yield is 0.480. The reactants are CC([O-])(C)C.[K+].[C:7]1([C:13]2[CH:14]=[C:15]3[C:19](=[CH:20][CH:21]=2)[N:18]([CH3:22])[CH:17]=[CH:16]3)[CH:12]=[CH:11][CH:10]=[CH:9][CH:8]=1.[SiH:23]([CH2:28][CH3:29])([CH2:26][CH3:27])[CH2:24][CH3:25]. The catalyst is C1COCC1.